Dataset: Forward reaction prediction with 1.9M reactions from USPTO patents (1976-2016). Task: Predict the product of the given reaction. (1) The product is: [CH2:22]([O:21][C:4]1[CH:3]=[C:2]([C:28]#[C:27][C:25]([CH3:26])([OH:29])[CH3:24])[N:7]=[N:6][C:5]=1[CH2:8][N:9]1[CH:13]=[CH:12][N:11]=[C:10]1[C:14]1[CH:19]=[CH:18][CH:17]=[C:16]([F:20])[N:15]=1)[CH3:23]. Given the reactants Cl[C:2]1[N:7]=[N:6][C:5]([CH2:8][N:9]2[CH:13]=[CH:12][N:11]=[C:10]2[C:14]2[CH:19]=[CH:18][CH:17]=[C:16]([F:20])[N:15]=2)=[C:4]([O:21][CH2:22][CH3:23])[CH:3]=1.[CH3:24][C:25]([OH:29])([C:27]#[CH:28])[CH3:26], predict the reaction product. (2) Given the reactants Cl[C:2]1[N:7]=[CH:6][C:5]([C:8]2[CH:17]=[C:16]3[C:11]([CH:12]=[C:13]([NH:18][C:19]([CH:21]4[CH2:23][CH2:22]4)=[O:20])[N:14]=[CH:15]3)=[CH:10][CH:9]=2)=[C:4]([CH3:24])[CH:3]=1.[C:25](=[O:32])([O:27][C:28]([CH3:31])([CH3:30])[CH3:29])[NH2:26].C(=O)([O-])[O-].[Cs+].[Cs+], predict the reaction product. The product is: [CH:21]1([C:19]([NH:18][C:13]2[N:14]=[CH:15][C:16]3[C:11]([CH:12]=2)=[CH:10][CH:9]=[C:8]([C:5]2[C:4]([CH3:24])=[CH:3][C:2]([NH:26][C:25](=[O:32])[O:27][C:28]([CH3:31])([CH3:30])[CH3:29])=[N:7][CH:6]=2)[CH:17]=3)=[O:20])[CH2:23][CH2:22]1.